From a dataset of Catalyst prediction with 721,799 reactions and 888 catalyst types from USPTO. Predict which catalyst facilitates the given reaction. (1) Reactant: [F:1][C:2]1[CH:7]=[CH:6][C:5]([C@@H:8]2[N:14]([C:15]([CH:17]3[CH2:22][CH2:21][O:20][CH2:19][CH2:18]3)=[O:16])[CH2:13][C:12]3[CH:23]=[CH:24][C:25]([C:27]([O:29]C)=O)=[CH:26][C:11]=3[O:10][CH2:9]2)=[CH:4][CH:3]=1.[NH2:31][OH:32].[OH-].[Na+]. Product: [F:1][C:2]1[CH:7]=[CH:6][C:5]([C@@H:8]2[N:14]([C:15]([CH:17]3[CH2:22][CH2:21][O:20][CH2:19][CH2:18]3)=[O:16])[CH2:13][C:12]3[CH:23]=[CH:24][C:25]([C:27]([NH:31][OH:32])=[O:29])=[CH:26][C:11]=3[O:10][CH2:9]2)=[CH:4][CH:3]=1. The catalyst class is: 36. (2) Reactant: Br[C:2]1[CH:3]=[C:4]([O:10][CH3:11])[C:5]([O:8][CH3:9])=[N:6][CH:7]=1.P([O-])([O-])([O-])=O.[K+].[K+].[K+].CC1(C)C(C)(C)OB(/[CH:28]=[CH:29]/[C:30]2[CH:35]=[CH:34][CH:33]=[CH:32][CH:31]=2)O1. Product: [CH3:9][O:8][C:5]1[C:4]([O:10][CH3:11])=[CH:3][C:2](/[CH:28]=[CH:29]/[C:30]2[CH:35]=[CH:34][CH:33]=[CH:32][CH:31]=2)=[CH:7][N:6]=1. The catalyst class is: 38.